Dataset: Peptide-MHC class I binding affinity with 185,985 pairs from IEDB/IMGT. Task: Regression. Given a peptide amino acid sequence and an MHC pseudo amino acid sequence, predict their binding affinity value. This is MHC class I binding data. (1) The peptide sequence is VMVMVGATM. The MHC is H-2-Db with pseudo-sequence H-2-Db. The binding affinity (normalized) is 0.347. (2) The peptide sequence is GMSIVCIVAA. The MHC is HLA-A02:02 with pseudo-sequence HLA-A02:02. The binding affinity (normalized) is 0.531. (3) The peptide sequence is MTNGKINSL. The MHC is HLA-A32:01 with pseudo-sequence HLA-A32:01. The binding affinity (normalized) is 0.713. (4) The peptide sequence is LLTACTIFY. The MHC is HLA-A31:01 with pseudo-sequence HLA-A31:01. The binding affinity (normalized) is 0.0856. (5) The peptide sequence is VPPTNSINK. The MHC is HLA-A01:01 with pseudo-sequence HLA-A01:01. The binding affinity (normalized) is 0.0847. (6) The peptide sequence is RPALVFDITK. The MHC is HLA-A02:02 with pseudo-sequence HLA-A02:02. The binding affinity (normalized) is 0.